This data is from Full USPTO retrosynthesis dataset with 1.9M reactions from patents (1976-2016). The task is: Predict the reactants needed to synthesize the given product. (1) The reactants are: [CH3:1][O:2][C:3]1[CH:4]=[C:5]([CH2:11][C:12]([OH:14])=O)[CH:6]=[CH:7][C:8]=1[O:9][CH3:10].C(Cl)CCl.C(N(C(C)C)C(C)C)C.[CH2:28]([N:30]1[N:34]=[N:33][C:32]([C:35]2[S:39][C:38]([NH2:40])=[N:37][C:36]=2[C:41]2[CH:46]=[CH:45][CH:44]=[CH:43][CH:42]=2)=[N:31]1)[CH3:29]. Given the product [CH3:1][O:2][C:3]1[CH:4]=[C:5]([CH2:11][C:12]([NH:40][C:38]2[S:39][C:35]([C:32]3[N:33]=[N:34][N:30]([CH2:28][CH3:29])[N:31]=3)=[C:36]([C:41]3[CH:42]=[CH:43][CH:44]=[CH:45][CH:46]=3)[N:37]=2)=[O:14])[CH:6]=[CH:7][C:8]=1[O:9][CH3:10], predict the reactants needed to synthesize it. (2) Given the product [CH:41]1([NH:47][CH2:12][C@@H:13]2[CH2:17][CH2:16][CH2:15][N:14]2[S:18]([C:21]2[CH:29]=[CH:28][C:27]3[N:26]4[CH2:30][C:31]([CH3:34])([CH3:35])[CH2:32][N:33]=[C:25]4[C:24](=[O:40])[C:23]=3[CH:22]=2)(=[O:19])=[O:20])[CH2:46][CH2:45][CH2:44][CH2:43][CH2:42]1, predict the reactants needed to synthesize it. The reactants are: CC1C=CC(S(O[CH2:12][C@@H:13]2[CH2:17][CH2:16][CH2:15][N:14]2[S:18]([C:21]2[CH:29]=[CH:28][C:27]3[N:26]4[CH2:30][C:31]([CH3:35])([CH3:34])[CH2:32][N:33]=[C:25]4[C:24]4([O:40]CCCO4)[C:23]=3[CH:22]=2)(=[O:20])=[O:19])(=O)=O)=CC=1.[CH:41]1([NH2:47])[CH2:46][CH2:45][CH2:44][CH2:43][CH2:42]1. (3) Given the product [CH3:27][N:28]([CH3:42])[C:29]1[C:38]2[C:33](=[CH:34][CH:35]=[CH:36][CH:37]=2)[C:32]([C:39]([N:5]2[CH2:4][CH2:3][C:2]([CH3:1])([N:8]3[CH2:9][CH2:10][CH:11]([N:14]([C:15]4[CH:16]=[CH:17][CH:18]=[CH:19][CH:20]=4)[C:21]4[CH:26]=[CH:25][CH:24]=[CH:23][CH:22]=4)[CH2:12][CH2:13]3)[CH2:7][CH2:6]2)=[O:40])=[CH:31][CH:30]=1, predict the reactants needed to synthesize it. The reactants are: [CH3:1][C:2]1([N:8]2[CH2:13][CH2:12][CH:11]([N:14]([C:21]3[CH:26]=[CH:25][CH:24]=[CH:23][CH:22]=3)[C:15]3[CH:20]=[CH:19][CH:18]=[CH:17][CH:16]=3)[CH2:10][CH2:9]2)[CH2:7][CH2:6][NH:5][CH2:4][CH2:3]1.[CH3:27][N:28]([CH3:42])[C:29]1[C:38]2[C:33](=[CH:34][CH:35]=[CH:36][CH:37]=2)[C:32]([C:39](O)=[O:40])=[CH:31][CH:30]=1.C1(NC2C=CC=CC=2)C=CC=CC=1. (4) Given the product [C:1]([O:5][C:6](=[O:22])[NH:7][C:8]1[CH:21]=[CH:20][C:11]2[C:12]([CH3:19])([CH3:18])[CH2:13][CH2:14][C:15](=[S:37])[NH:16][C:10]=2[CH:9]=1)([CH3:4])([CH3:3])[CH3:2], predict the reactants needed to synthesize it. The reactants are: [C:1]([O:5][C:6](=[O:22])[NH:7][C:8]1[CH:21]=[CH:20][C:11]2[C:12]([CH3:19])([CH3:18])[CH2:13][CH2:14][C:15](=O)[NH:16][C:10]=2[CH:9]=1)([CH3:4])([CH3:3])[CH3:2].C1COCC1.COC1C=CC(P2(=S)SP(C3C=CC(OC)=CC=3)(=S)[S:37]2)=CC=1. (5) Given the product [O:5]=[C:3]([CH3:4])[CH2:2][S:9][C:8]1[CH:10]=[CH:11][CH:12]=[CH:13][C:7]=1[C:6]([OH:15])=[O:14], predict the reactants needed to synthesize it. The reactants are: Cl[CH2:2][C:3](=[O:5])[CH3:4].[C:6]([OH:15])(=[O:14])[C:7]1[C:8](=[CH:10][CH:11]=[CH:12][CH:13]=1)[SH:9].C(=O)([O-])[O-].[K+].[K+].O. (6) Given the product [S:13]1[C:14]2[CH:20]=[CH:19][CH:18]=[CH:17][C:15]=2[N:16]=[C:12]1[NH:11][C:5]1[CH:6]=[CH:7][C:8]([C:22](=[O:26])[CH:23]([Cl:25])[CH3:24])=[CH:9][CH:10]=1, predict the reactants needed to synthesize it. The reactants are: [Cl-].[Al+3].[Cl-].[Cl-].[C:5]1([NH:11][C:12]2[S:13][C:14]3[CH:20]=[CH:19][CH:18]=[CH:17][C:15]=3[N:16]=2)[CH:10]=[CH:9][CH:8]=[CH:7][CH:6]=1.Cl[C:22](=[O:26])[CH:23]([Cl:25])[CH3:24]. (7) Given the product [NH2:1][C:2]1[C:11]2[CH:10]=[CH:9][CH:8]=[C:7]([C:27]3[C:22]([O:21][CH3:20])=[N:23][CH:24]=[CH:25][CH:26]=3)[C:6]=2[N:5]=[C:4]2[CH2:13][N:14]([CH:17]3[CH2:19][CH2:18]3)[C:15](=[O:16])[C:3]=12, predict the reactants needed to synthesize it. The reactants are: [NH2:1][C:2]1[C:11]2[CH:10]=[CH:9][CH:8]=[C:7](Br)[C:6]=2[N:5]=[C:4]2[CH2:13][N:14]([CH:17]3[CH2:19][CH2:18]3)[C:15](=[O:16])[C:3]=12.[CH3:20][O:21][C:22]1[C:27](B(O)O)=[CH:26][CH:25]=[CH:24][N:23]=1. (8) Given the product [C:11]([C:9]1[N:10]=[C:4]2[CH:3]=[C:2]([F:1])[CH:7]=[CH:6][N:5]2[C:8]=1[CH2:14][C:15]1[CH:38]=[CH:37][C:18]2/[C:19](=[C:29](\[C:31]3[NH:35][C:34](=[O:36])[O:33][N:32]=3)/[CH3:30])/[C:20]3[CH:27]=[CH:26][C:25]([F:28])=[CH:24][C:21]=3[O:22][CH2:23][C:17]=2[CH:16]=1)#[N:13], predict the reactants needed to synthesize it. The reactants are: [F:1][C:2]1[CH:7]=[CH:6][N:5]2[C:8]([CH2:14][C:15]3[CH:38]=[CH:37][C:18]4/[C:19](=[C:29](\[C:31]5[NH:32][O:33][C:34](=[O:36])[N:35]=5)/[CH3:30])/[C:20]5[CH:27]=[CH:26][C:25]([F:28])=[CH:24][C:21]=5[O:22][CH2:23][C:17]=4[CH:16]=3)=[C:9]([C:11]([NH2:13])=O)[N:10]=[C:4]2[CH:3]=1.C(N(CC)CC)C.FC(F)(F)C(OC(=O)C(F)(F)F)=O.O.